This data is from Full USPTO retrosynthesis dataset with 1.9M reactions from patents (1976-2016). The task is: Predict the reactants needed to synthesize the given product. (1) The reactants are: [F:1][C:2]([F:10])([F:9])[C:3]1([C:6](O)=[O:7])[CH2:5][CH2:4]1.CN([C:14]([O:18][N:19]1N=NC2C=CC=N[C:20]1=2)=[N+](C)C)C.F[P-](F)(F)(F)(F)F.CCN(CC)CC.Cl.CNOC. Given the product [CH3:14][O:18][N:19]([CH3:20])[C:6]([C:3]1([C:2]([F:10])([F:9])[F:1])[CH2:5][CH2:4]1)=[O:7], predict the reactants needed to synthesize it. (2) Given the product [F:1][C:2]1[CH:3]=[CH:4][C:5]([CH2:8][C:9](=[O:11])[CH2:12][C:13]([O:14][CH2:15][CH:17]=[CH2:18])=[O:20])=[CH:6][CH:7]=1, predict the reactants needed to synthesize it. The reactants are: [F:1][C:2]1[CH:7]=[CH:6][C:5]([CH2:8][C:9]([OH:11])=O)=[CH:4][CH:3]=1.[CH3:12][C:13]1(C)[O:20][C:18](=O)[CH2:17][C:15](=O)[O:14]1.C1CCC(N=C=NC2CCCCC2)CC1.C(O)C=C. (3) Given the product [OH:37][CH2:33][CH2:34][C:35]#[C:36][C:2]1[S:10][C:9]2[C:8]([NH:11][CH2:12][CH2:13][C:14]3[CH:19]=[CH:18][C:17]([NH:20][C:21](=[O:32])[C:22]4[CH:27]=[CH:26][CH:25]=[C:24]([C:28]([F:31])([F:30])[F:29])[CH:23]=4)=[CH:16][CH:15]=3)=[N:7][CH:6]=[N:5][C:4]=2[CH:3]=1, predict the reactants needed to synthesize it. The reactants are: Br[C:2]1[S:10][C:9]2[C:8]([NH:11][CH2:12][CH2:13][C:14]3[CH:19]=[CH:18][C:17]([NH:20][C:21](=[O:32])[C:22]4[CH:27]=[CH:26][CH:25]=[C:24]([C:28]([F:31])([F:30])[F:29])[CH:23]=4)=[CH:16][CH:15]=3)=[N:7][CH:6]=[N:5][C:4]=2[CH:3]=1.[CH2:33]([OH:37])[CH2:34][C:35]#[CH:36]. (4) Given the product [CH2:16]([O:6][CH2:3][N:13]1[CH2:14][CH2:15][N:10]([CH3:9])[CH2:11][CH2:12]1)[CH3:17], predict the reactants needed to synthesize it. The reactants are: C=O.[C:3](=[O:6])([O-])[O-].[K+].[K+].[CH3:9][N:10]1[CH2:15][CH2:14][NH:13][CH2:12][CH2:11]1.[CH2:16](O)[CH3:17]. (5) Given the product [NH2:45][C:40]([CH3:44])([CH3:39])[C:41]([NH:36][C:32]1[CH:33]=[CH:34][CH:35]=[C:30]([C:21]2[C:22]3[C:17](=[CH:16][C:15]([O:14][CH3:13])=[C:24]4[O:25][C:26]([CH3:29])([CH3:28])[CH2:27][C:23]4=3)[CH2:18][C:19]([CH3:38])([CH3:37])[N:20]=2)[CH:31]=1)=[O:42], predict the reactants needed to synthesize it. The reactants are: Cl.C(N=C=NCCCN(C)C)C.[CH3:13][O:14][C:15]1[CH:16]=[C:17]2[C:22](=[C:23]3[CH2:27][C:26]([CH3:29])([CH3:28])[O:25][C:24]=13)[C:21]([C:30]1[CH:31]=[C:32]([NH2:36])[CH:33]=[CH:34][CH:35]=1)=[N:20][C:19]([CH3:38])([CH3:37])[CH2:18]2.[CH3:39][C:40]([NH:45]C(=O)C(F)(F)F)([CH3:44])[C:41](O)=[O:42].O.ON1C2C=CC=CC=2N=N1.[OH-].[Na+]. (6) Given the product [N+:9]([C:5]1[CH:4]=[CH:3][C:2]([N:12]2[CH2:17][CH2:16][S:15][CH2:14][CH2:13]2)=[CH:8][C:6]=1[NH2:7])([O-:11])=[O:10], predict the reactants needed to synthesize it. The reactants are: Cl[C:2]1[CH:3]=[CH:4][C:5]([N+:9]([O-:11])=[O:10])=[C:6]([CH:8]=1)[NH2:7].[NH:12]1[CH2:17][CH2:16][S:15][CH2:14][CH2:13]1.C(=O)([O-])[O-].[K+].[K+].O. (7) Given the product [C:1]([O:5][C:6](=[O:14])[NH:7][C:8]1[NH:9][N:10]=[C:11]([NH:13][C:24]([NH2:23])=[S:25])[CH:12]=1)([CH3:4])([CH3:2])[CH3:3], predict the reactants needed to synthesize it. The reactants are: [C:1]([O:5][C:6](=[O:14])[NH:7][C:8]1[NH:9][N:10]=[C:11]([NH2:13])[CH:12]=1)([CH3:4])([CH3:3])[CH3:2].C([N:23]=[C:24]=[S:25])(=O)C1C=CC=CC=1.[OH-].[Na+].CCOC(C)=O. (8) Given the product [CH3:33][O:32][C:29]1[CH:28]=[N:27][C:26]([NH:1][CH2:2][C@@H:3]2[C@H:8]([CH3:9])[CH2:7][CH2:6][CH2:5][N:4]2[C:10]([C:12]2[N:13]=[C:14]([CH3:24])[S:15][C:16]=2[C:17]2[CH:18]=[CH:19][C:20]([F:23])=[CH:21][CH:22]=2)=[O:11])=[N:31][CH:30]=1, predict the reactants needed to synthesize it. The reactants are: [NH2:1][CH2:2][C@@H:3]1[C@H:8]([CH3:9])[CH2:7][CH2:6][CH2:5][N:4]1[C:10]([C:12]1[N:13]=[C:14]([CH3:24])[S:15][C:16]=1[C:17]1[CH:22]=[CH:21][C:20]([F:23])=[CH:19][CH:18]=1)=[O:11].Cl[C:26]1[N:31]=[CH:30][C:29]([O:32][CH3:33])=[CH:28][N:27]=1.C1C=CC(P(C2C(C3C(P(C4C=CC=CC=4)C4C=CC=CC=4)=CC=C4C=3C=CC=C4)=C3C(C=CC=C3)=CC=2)C2C=CC=CC=2)=CC=1.CC([O-])(C)C.[Na+].